From a dataset of Caco-2 cell permeability data measuring drug intestinal absorption for ~900 compounds. Regression/Classification. Given a drug SMILES string, predict its absorption, distribution, metabolism, or excretion properties. Task type varies by dataset: regression for continuous measurements (e.g., permeability, clearance, half-life) or binary classification for categorical outcomes (e.g., BBB penetration, CYP inhibition). For this dataset (caco2_wang), we predict Y. (1) The compound is Nc1nc(/C(=C\CC(=O)O)C(=O)NC2C(=O)N3C(C(=O)O)=CCSC23)cs1. The Y is -6.06 log Papp (cm/s). (2) The molecule is Cc1ccc(-c2cc(C(F)(F)F)nn2-c2ccc(S(N)(=O)=O)cc2)cc1. The Y is -4.81 log Papp (cm/s). (3) The molecule is CCC(=O)NC[C@H]1CN(c2ccc(-c3nncs3)c(F)c2)C(=O)O1. The Y is -4.43 log Papp (cm/s). (4) The drug is N=C(N)c1ccc2nc(-c3ccccn3)[nH]c2c1. The Y is -6.46 log Papp (cm/s). (5) The molecule is C[C@@H]1NC(=O)[C@H](C)NC(=O)[C@@H](C)N(C)C(=O)[C@H](C)N(C)C(=O)[C@@H](C)N(C)C(=O)[C@@H](C)NC1=O. The Y is -5.82 log Papp (cm/s). (6) The molecule is CC(C)[C@H](N)C(=O)OC[C@@H]1O[C@H](n2cc(F)c(=O)[nH]c2=O)C[C@H]1O. The Y is -6.01 log Papp (cm/s). (7) The drug is CCCCN1C(=O)N(Cc2ccc3[nH]nc(N)c3c2)[C@H](Cc2ccccc2)[C@H](O)[C@@H](O)[C@H]1Cc1ccccc1. The Y is -5.68 log Papp (cm/s). (8) The molecule is Cc1ccc(N2CCN(C(=O)[C@H](C)Cc3ccc(Cl)cc3C)CC2)c([C@@H](NC(=O)CCN(C)C)C(C)C)c1. The Y is -4.80 log Papp (cm/s).